Dataset: Forward reaction prediction with 1.9M reactions from USPTO patents (1976-2016). Task: Predict the product of the given reaction. (1) Given the reactants [CH3:1][O:2][C:3]1[CH:8]=[CH:7][C:6]([CH2:9][C@H:10]([CH2:15][CH3:16])[C:11]([O:13]C)=[O:12])=[CH:5][C:4]=1[C:17](=[O:36])[NH:18][CH2:19][C:20]1[CH:25]=[CH:24][C:23]([O:26][C:27]2[CH:32]=[C:31]([F:33])[C:30]([F:34])=[C:29]([F:35])[CH:28]=2)=[CH:22][CH:21]=1.[OH-].[Li+].O, predict the reaction product. The product is: [CH3:1][O:2][C:3]1[CH:8]=[CH:7][C:6]([CH2:9][C@H:10]([CH2:15][CH3:16])[C:11]([OH:13])=[O:12])=[CH:5][C:4]=1[C:17](=[O:36])[NH:18][CH2:19][C:20]1[CH:25]=[CH:24][C:23]([O:26][C:27]2[CH:28]=[C:29]([F:35])[C:30]([F:34])=[C:31]([F:33])[CH:32]=2)=[CH:22][CH:21]=1. (2) Given the reactants Br[C:2]1[C:10]2[N:9]([CH3:11])[CH:8]=[CH:7][C:6]=2[C:5]([C:12]#[N:13])=[CH:4][CH:3]=1.C([O-])([O-])=O.[Cs+].[Cs+].Br[Zn][CH2:22][CH2:23][C:24]([O:26][CH2:27][CH3:28])=[O:25].O, predict the reaction product. The product is: [C:12]([C:5]1[CH:4]=[CH:3][C:2]([CH2:22][CH2:23][C:24]([O:26][CH2:27][CH3:28])=[O:25])=[C:10]2[C:6]=1[CH:7]=[CH:8][N:9]2[CH3:11])#[N:13]. (3) Given the reactants Cl.[CH3:2][O:3][C:4]1[CH:5]=[C:6]([C:12]2[C@@H:21]3[C@@H:16]([CH2:17][CH2:18][CH2:19][CH2:20]3)[C:15](=[O:22])[N:14]([CH:23]3[CH2:28][CH2:27][NH:26][CH2:25][CH2:24]3)[N:13]=2)[CH:7]=[CH:8][C:9]=1[O:10][CH3:11].[C:29]([O:33][C:34]([NH:36][C@@H:37]([C:45](O)=[O:46])[CH2:38][C:39]1[CH:44]=[CH:43][CH:42]=[CH:41][CH:40]=1)=[O:35])([CH3:32])([CH3:31])[CH3:30].CCOC(C(C#N)=NOC(N1CCOCC1)=[N+](C)C)=O.F[P-](F)(F)(F)(F)F.CCN(C(C)C)C(C)C.C(=O)(O)[O-].[Na+], predict the reaction product. The product is: [CH3:2][O:3][C:4]1[CH:5]=[C:6]([C:12]2[C@H:21]3[C@H:16]([CH2:17][CH2:18][CH2:19][CH2:20]3)[C:15](=[O:22])[N:14]([CH:23]3[CH2:24][CH2:25][N:26]([C:45](=[O:46])[C@H:37]([NH:36][C:34](=[O:35])[O:33][C:29]([CH3:30])([CH3:31])[CH3:32])[CH2:38][C:39]4[CH:44]=[CH:43][CH:42]=[CH:41][CH:40]=4)[CH2:27][CH2:28]3)[N:13]=2)[CH:7]=[CH:8][C:9]=1[O:10][CH3:11]. (4) Given the reactants CCCC[C:5]1[N:9]([CH2:10][C:11]2[CH:12]=[CH:13][C:14]([C:17]3[CH:18]=[CH:19]C=CC=3C3N=NNN=3)=CC=2)C(CO)=C(Cl)[N:6]=1.[NH:31]1[CH:35]=NN=N1.[C:36](O)#[N:37].[CH2:39]([Sn](N=[N+]=[N-])([CH2:39][CH2:40][CH2:41][CH2:42][CH2:43][CH2:44][CH2:45]C)[CH2:39][CH2:40][CH2:41][CH2:42][CH2:43][CH2:44][CH2:45]C)[CH2:40][CH2:41][CH2:42][CH2:43][CH2:44][CH2:45]C, predict the reaction product. The product is: [CH2:35]([N:31]1[N:6]=[CH:5][N:9]([CH2:10][CH2:11][CH2:12][CH2:13][CH2:14][CH2:17][CH2:18][CH3:19])[N:37]1[CH2:36][CH2:39][CH2:40][CH2:41][CH2:42][CH2:43][CH2:44][CH3:45])[CH2:10][CH2:11][CH2:12][CH2:13][CH2:14][CH2:17][CH3:18]. (5) Given the reactants [CH3:1][O:2][CH2:3][C:4]1[CH:5]=[CH:6][C:7]([C:12]([F:15])([F:14])[F:13])=[C:8]([CH:11]=1)[C:9]#[N:10].[H-].[Al+3].[Li+].[H-].[H-].[H-], predict the reaction product. The product is: [CH3:1][O:2][CH2:3][C:4]1[CH:5]=[CH:6][C:7]([C:12]([F:13])([F:14])[F:15])=[C:8]([CH2:9][NH2:10])[CH:11]=1. (6) The product is: [C:41]([O:40][C:38](=[O:39])[N:21]([CH:10]1[CH:11]([C:13]2[CH:18]=[CH:17][C:16]([Cl:19])=[C:15]([Cl:20])[CH:14]=2)[CH2:12][N:8]([CH2:1][C:2]2[CH:7]=[CH:6][CH:5]=[CH:4][CH:3]=2)[CH2:9]1)[CH3:22])([CH3:42])([CH3:43])[CH3:44]. Given the reactants [CH2:1]([N:8]1[CH2:12][CH:11]([C:13]2[CH:18]=[CH:17][C:16]([Cl:19])=[C:15]([Cl:20])[CH:14]=2)[CH:10]([NH:21][CH3:22])[CH2:9]1)[C:2]1[CH:7]=[CH:6][CH:5]=[CH:4][CH:3]=1.C(N(CC)CC)C.[C:41]([O:40][C:38](O[C:38]([O:40][C:41]([CH3:44])([CH3:43])[CH3:42])=[O:39])=[O:39])([CH3:44])([CH3:43])[CH3:42], predict the reaction product.